Dataset: Reaction yield outcomes from USPTO patents with 853,638 reactions. Task: Predict the reaction yield, written as a fraction of the theoretical maximum amount of product (1.0 means a 100% yield; for example, 0.34 means a 34% yield). (1) The reactants are [CH2:1]([N:8]1[C:16]([C:17]2[CH:22]=[CH:21][C:20]([OH:23])=[CH:19][CH:18]=2)=[C:15]2[C:10]([C:11]([C:24]([F:27])([F:26])[F:25])=[CH:12][CH:13]=[CH:14]2)=[N:9]1)[C:2]1[CH:7]=[CH:6][CH:5]=[CH:4][CH:3]=1.[CH2:28](Br)[C:29]1[CH:34]=[CH:33][CH:32]=[CH:31][CH:30]=1.C(=O)([O-])[O-].[K+].[K+]. The catalyst is CC(C)=O. The product is [CH2:1]([N:8]1[C:16]([C:17]2[CH:22]=[CH:21][C:20]([O:23][CH2:28][C:29]3[CH:34]=[CH:33][CH:32]=[CH:31][CH:30]=3)=[CH:19][CH:18]=2)=[C:15]2[C:10]([C:11]([C:24]([F:27])([F:25])[F:26])=[CH:12][CH:13]=[CH:14]2)=[N:9]1)[C:2]1[CH:7]=[CH:6][CH:5]=[CH:4][CH:3]=1. The yield is 0.890. (2) The reactants are [CH3:1][C:2]1[CH:6]=[C:5]([CH3:7])[N:4]([CH2:8][C:9]([OH:11])=O)[N:3]=1.C(C1NC=CN=1)(C1NC=CN=1)=O.[N+:24]([C:27]1[CH:32]=[CH:31][CH:30]=[CH:29][C:28]=1[N:33]1[CH2:38][CH2:37][NH:36][CH2:35][CH2:34]1)([O-:26])=[O:25]. The catalyst is CN(C=O)C.CCOC(C)=O. The product is [CH3:1][C:2]1[CH:6]=[C:5]([CH3:7])[N:4]([CH2:8][C:9]([N:36]2[CH2:37][CH2:38][N:33]([C:28]3[CH:29]=[CH:30][CH:31]=[CH:32][C:27]=3[N+:24]([O-:26])=[O:25])[CH2:34][CH2:35]2)=[O:11])[N:3]=1. The yield is 0.640. (3) The catalyst is C1COCC1. The product is [N+:1]([C:4]1[CH:12]=[CH:11][CH:10]=[CH:9][C:5]=1[C:6](=[S:22])[NH2:8])([O-:3])=[O:2]. The yield is 0.867. The reactants are [N+:1]([C:4]1[CH:12]=[CH:11][CH:10]=[CH:9][C:5]=1[C:6]([NH2:8])=O)([O-:3])=[O:2].COC1C=CC(P2(SP(C3C=CC(OC)=CC=3)(=S)S2)=[S:22])=CC=1. (4) The reactants are Cl[C:2]1[CH:7]=[CH:6][N:5]=[C:4]([O:8][CH3:9])[N:3]=1.O.[NH2:11][NH2:12]. The catalyst is CCO. The product is [NH:11]([C:2]1[CH:7]=[CH:6][N:5]=[C:4]([O:8][CH3:9])[N:3]=1)[NH2:12]. The yield is 0.800. (5) The reactants are [C:1]([O:5][C:6](=[O:20])[N:7]([CH3:19])[C:8]1[S:12][C:11]([C:13]2[CH:14]=[N:15][CH:16]=[CH:17][CH:18]=2)=[N:10][CH:9]=1)([CH3:4])([CH3:3])[CH3:2].[Br:21]N1C(=O)CCC1=O. The catalyst is C(#N)C. The product is [C:1]([O:5][C:6](=[O:20])[N:7]([C:8]1[S:12][C:11]([C:13]2[CH:14]=[N:15][CH:16]=[CH:17][CH:18]=2)=[N:10][C:9]=1[Br:21])[CH3:19])([CH3:4])([CH3:3])[CH3:2]. The yield is 0.640. (6) The catalyst is CO. The yield is 0.790. The reactants are [Cl:1][C:2]1[CH:3]=[C:4]([S:9]([CH:12]2[CH2:17][CH2:16][N:15](C(OC(C)(C)C)=O)[CH2:14][CH2:13]2)(=[O:11])=[O:10])[CH:5]=[CH:6][C:7]=1[Cl:8].Cl.C([O-])([O-])=O.[Na+].[Na+]. The product is [Cl:1][C:2]1[CH:3]=[C:4]([S:9]([CH:12]2[CH2:17][CH2:16][NH:15][CH2:14][CH2:13]2)(=[O:11])=[O:10])[CH:5]=[CH:6][C:7]=1[Cl:8]. (7) The reactants are [NH2:1][C:2]1[C:11]2[C:6](=[C:7](Br)[CH:8]=[CH:9][CH:10]=2)[N:5]=[N:4][C:3]=1[C:13]([NH:15][CH2:16][CH2:17][CH3:18])=[O:14].[CH3:19][O:20][C:21]1[C:26]([CH3:27])=[CH:25][C:24](B(O)O)=[CH:23][C:22]=1[CH3:31]. No catalyst specified. The product is [NH2:1][C:2]1[C:11]2[C:6](=[C:7]([C:24]3[CH:25]=[C:26]([CH3:27])[C:21]([O:20][CH3:19])=[C:22]([CH3:31])[CH:23]=3)[CH:8]=[CH:9][CH:10]=2)[N:5]=[N:4][C:3]=1[C:13]([NH:15][CH2:16][CH2:17][CH3:18])=[O:14]. The yield is 0.820. (8) The yield is 0.600. The product is [Cl:1][C:5]1[CH:4]=[CH:3][C:18]([CH2:17][CH2:6][CH2:7][NH:8][CH:9]2[CH2:10][CH2:11][N:12]([CH2:26][CH2:27][CH:28]=[C:29]3[C:35]4[CH:36]=[CH:37][CH:38]=[N:39][C:34]=4[CH2:33][O:32][C:31]4[CH:40]=[CH:41][C:42]([C:44]([OH:47])([CH3:46])[CH3:45])=[CH:43][C:30]3=4)[CH2:13][CH2:14]2)=[CH:49][CH:48]=1. No catalyst specified. The reactants are [ClH:1].Cl[C:3]1[CH:18]=[CH:17][C:6]([CH2:7][N:8](CC)[CH:9]2[CH2:14][CH2:13][NH:12][CH2:11][CH2:10]2)=[CH:5][CH:4]=1.C([O-])([O-])=O.[K+].[K+].Br[CH2:26][CH2:27][CH:28]=[C:29]1[C:35]2[CH:36]=[CH:37][CH:38]=[N:39][C:34]=2[CH2:33][O:32][C:31]2[CH:40]=[CH:41][C:42]([C:44]([OH:47])([CH3:46])[CH3:45])=[CH:43][C:30]1=2.[C:48](#N)[CH3:49].O.